From a dataset of Peptide-MHC class II binding affinity with 134,281 pairs from IEDB. Regression. Given a peptide amino acid sequence and an MHC pseudo amino acid sequence, predict their binding affinity value. This is MHC class II binding data. (1) The peptide sequence is MASRFMTDPHAMRDM. The MHC is DRB1_1501 with pseudo-sequence DRB1_1501. The binding affinity (normalized) is 0.188. (2) The peptide sequence is FLIYITELLKKLQST. The MHC is DRB1_0901 with pseudo-sequence DRB1_0901. The binding affinity (normalized) is 0.271. (3) The peptide sequence is AAATAGTTVYGACAA. The binding affinity (normalized) is 0. The MHC is HLA-DPA10103-DPB10401 with pseudo-sequence HLA-DPA10103-DPB10401. (4) The peptide sequence is VADDLTAAINKGILV. The MHC is DRB3_0101 with pseudo-sequence DRB3_0101. The binding affinity (normalized) is 0.223. (5) The peptide sequence is WVFSSVQPPKVPILL. The MHC is DRB1_0701 with pseudo-sequence DRB1_0701. The binding affinity (normalized) is 1.00. (6) The peptide sequence is LINTIIFLKTNNWHA. The MHC is DRB1_0301 with pseudo-sequence DRB1_0301. The binding affinity (normalized) is 0.109. (7) The peptide sequence is KASTGGAYESYKFIPALEAA. The MHC is HLA-DQA10102-DQB10602 with pseudo-sequence HLA-DQA10102-DQB10602. The binding affinity (normalized) is 0.492.